This data is from Full USPTO retrosynthesis dataset with 1.9M reactions from patents (1976-2016). The task is: Predict the reactants needed to synthesize the given product. (1) Given the product [CH3:1][O:2][CH2:3][C@H:4]([CH3:31])[O:5][C:6]1[CH:7]=[C:8]([C:23]2[NH:27][C:26]([C:28]([NH:37][CH2:36][C:35]([O:34][CH3:33])=[O:38])=[O:29])=[CH:25][CH:24]=2)[CH:9]=[C:10]([O:12][C:13]2[CH:18]=[CH:17][C:16]([S:19]([CH3:22])(=[O:21])=[O:20])=[CH:15][CH:14]=2)[CH:11]=1, predict the reactants needed to synthesize it. The reactants are: [CH3:1][O:2][CH2:3][C@H:4]([CH3:31])[O:5][C:6]1[CH:7]=[C:8]([C:23]2[NH:27][C:26]([C:28](O)=[O:29])=[CH:25][CH:24]=2)[CH:9]=[C:10]([O:12][C:13]2[CH:18]=[CH:17][C:16]([S:19]([CH3:22])(=[O:21])=[O:20])=[CH:15][CH:14]=2)[CH:11]=1.Cl.[CH3:33][O:34][C:35](=[O:38])[CH2:36][NH2:37].CCN=C=NCCCN(C)C.Cl.Cl. (2) Given the product [Cl:62][C:55]1[C:56]([F:61])=[CH:57][CH:58]=[C:59]([Cl:60])[C:54]=1[C@H:52]([O:51][C:31]1[C:30]([NH2:29])=[N:35][CH:34]=[C:33]([C:36]2[CH:37]=[N:38][N:39]([CH:41]3[CH2:46][CH2:45][NH:44][CH2:43][CH2:42]3)[CH:40]=2)[CH:32]=1)[CH3:53], predict the reactants needed to synthesize it. The reactants are: ClC1C(F)=CC=C(Cl)C=1[C@H](OC1C(N)=NC=C(B2OC(C)(C)C(C)(C)O2)C=1)C.[NH2:29][C:30]1[N:35]=[CH:34][C:33]([C:36]2[CH:37]=[N:38][N:39]([CH:41]3[CH2:46][CH2:45][N:44](C(=O)CO)[CH2:43][CH2:42]3)[CH:40]=2)=[CH:32][C:31]=1[O:51][C@@H:52]([C:54]1[C:59]([Cl:60])=[CH:58][CH:57]=[C:56]([F:61])[C:55]=1[Cl:62])[CH3:53]. (3) Given the product [Cl:9][C:10]1[CH:29]=[CH:28][C:13]2[O:14][C:15]3[CH:27]=[CH:26][CH:25]=[CH:24][C:16]=3[C@@H:17]3[C@H:22]([NH:23][C:4](=[O:5])[CH3:3])[CH2:21][CH2:20][CH2:19][N:18]3[C:12]=2[CH:11]=1, predict the reactants needed to synthesize it. The reactants are: C(O)(=O)/C=[CH:3]\[C:4](O)=[O:5].[Cl:9][C:10]1[CH:29]=[CH:28][C:13]2[O:14][C:15]3[CH:27]=[CH:26][CH:25]=[CH:24][C:16]=3[C@@H:17]3[C@H:22]([NH2:23])[CH2:21][CH2:20][CH2:19][N:18]3[C:12]=2[CH:11]=1.N1C=CC=CC=1.C(OC(=O)C)(=O)C. (4) Given the product [Br:1][C:2]1[CH:3]=[C:4]([NH:10][C:11]2[N:12]=[CH:13][N:14]([CH:16]3[CH2:21][CH2:20][N:19]([CH:28]4[CH2:29][O:26][CH2:27]4)[CH2:18][CH2:17]3)[CH:15]=2)[C:5](=[O:9])[N:6]([CH3:8])[CH:7]=1, predict the reactants needed to synthesize it. The reactants are: [Br:1][C:2]1[CH:3]=[C:4]([NH:10][C:11]2[N:12]=[CH:13][N:14]([CH:16]3[CH2:21][CH2:20][NH:19][CH2:18][CH2:17]3)[CH:15]=2)[C:5](=[O:9])[N:6]([CH3:8])[CH:7]=1.[BH3-]C#N.[Na+].[O:26]1[CH2:29][C:28](=O)[CH2:27]1.